Dataset: NCI-60 drug combinations with 297,098 pairs across 59 cell lines. Task: Regression. Given two drug SMILES strings and cell line genomic features, predict the synergy score measuring deviation from expected non-interaction effect. Drug 1: COC1=C(C=C2C(=C1)N=CN=C2NC3=CC(=C(C=C3)F)Cl)OCCCN4CCOCC4. Drug 2: N.N.Cl[Pt+2]Cl. Cell line: OVCAR-8. Synergy scores: CSS=26.4, Synergy_ZIP=-5.00, Synergy_Bliss=-0.930, Synergy_Loewe=-7.62, Synergy_HSA=-1.49.